From a dataset of Forward reaction prediction with 1.9M reactions from USPTO patents (1976-2016). Predict the product of the given reaction. (1) Given the reactants C(OC(=O)O[C@H:6]1[CH2:10][C@@H:9]([N:11]2[CH:19]=[N:18][C:17]3[C:12]2=[N:13][C:14]([Cl:21])=[N:15][C:16]=3[Cl:20])[CH:8]=[CH:7]1)C.[NH:23]1[CH:27]=[C:26]([CH2:28][OH:29])[CH:25]=[N:24]1.C1(P(C2C=CC=CC=2)C2C=CC=CC=2)C=CC=CC=1, predict the reaction product. The product is: [Cl:21][C:14]1[N:13]=[C:12]2[C:17]([N:18]=[CH:19][N:11]2[C@@H:9]2[CH2:10][C@H:6]([N:23]3[CH:27]=[C:26]([CH2:28][OH:29])[CH:25]=[N:24]3)[CH:7]=[CH:8]2)=[C:16]([Cl:20])[N:15]=1. (2) Given the reactants [F:1][C:2]1[C:7]([F:8])=[CH:6][CH:5]=[CH:4][C:3]=1[C:9]1[CH:14]=[C:13]([O:15][CH2:16][C:17]#[CH:18])[N:12]=[CH:11][N:10]=1.C(=O)([O-])[O-].[K+].[K+].O.C(Cl)(Cl)(Cl)[Cl:27], predict the reaction product. The product is: [F:1][C:2]1[C:7]([F:8])=[CH:6][CH:5]=[CH:4][C:3]=1[C:9]1[CH:14]=[C:13]([O:15][CH2:16][C:17]#[C:18][Cl:27])[N:12]=[CH:11][N:10]=1. (3) Given the reactants [Cl:1][C:2]1[CH:7]=[C:6]2[NH:8][C:9](=[O:39])[C:10]3([CH:15]([C:16]4[CH:21]=[C:20]([Cl:22])[CH:19]=[CH:18][C:17]=4[O:23][CH:24]4[CH2:29][CH2:28][NH:27][CH2:26][CH2:25]4)[CH2:14][C:13](=[O:30])[NH:12][CH:11]3[C:31]3[CH:36]=[C:35]([F:37])[CH:34]=[CH:33][C:32]=3[CH3:38])[C:5]2=[CH:4][CH:3]=1.[CH3:40][S:41](Cl)(=[O:43])=[O:42].N1C=CC=CC=1, predict the reaction product. The product is: [Cl:1][C:2]1[CH:7]=[C:6]2[NH:8][C:9](=[O:39])[C:10]3([CH:15]([C:16]4[CH:21]=[C:20]([Cl:22])[CH:19]=[CH:18][C:17]=4[O:23][CH:24]4[CH2:29][CH2:28][N:27]([S:41]([CH3:40])(=[O:43])=[O:42])[CH2:26][CH2:25]4)[CH2:14][C:13](=[O:30])[NH:12][CH:11]3[C:31]3[CH:36]=[C:35]([F:37])[CH:34]=[CH:33][C:32]=3[CH3:38])[C:5]2=[CH:4][CH:3]=1. (4) Given the reactants O1CCOCC1.O([C:15]1[CH:24]=[CH:23][C:22]2[C:17](=[CH:18][CH:19]=[CH:20][CH:21]=2)[CH:16]=1)S(C(F)(F)F)(=O)=O.C(N(C(C)C)C(C)C)C.[CH:34]1[CH2:38][CH2:37][CH2:36][CH:35]=1, predict the reaction product. The product is: [CH:16]1[C:17]2[C:22](=[CH:21][CH:20]=[CH:19][CH:18]=2)[CH:23]=[CH:24][C:15]=1[C@H:38]1[CH2:37][CH2:36][CH:35]=[CH:34]1. (5) Given the reactants [CH3:1][C:2]1[CH:7]=[CH:6][CH:5]=[C:4]([CH3:8])[C:3]=1[NH:9][C:10](=[O:18])[CH2:11][N:12]1[CH2:17][CH2:16][NH:15][CH2:14][CH2:13]1.[CH3:19][O:20][C:21]1[CH:31]=[CH:30][CH:29]=[CH:28][C:22]=1[O:23][CH2:24][CH:25]1[O:27][CH2:26]1.O, predict the reaction product. The product is: [CH3:1][C:2]1[C:3]([NH:9][C:10]([CH2:11][N:12]2[CH2:13][CH2:14][N:15]([CH2:26][CH:25]([OH:27])[CH2:24][O:23][C:22]3[CH:28]=[CH:29][CH:30]=[CH:31][C:21]=3[O:20][CH3:19])[CH2:16][CH2:17]2)=[O:18])=[C:4]([CH3:8])[CH:5]=[CH:6][CH:7]=1. (6) Given the reactants [CH2:1]([O:8][C:9]1[CH:10]=[C:11]([CH:15]2[C:20]([CH3:22])([CH3:21])[O:19][C:18]([NH:23][C@H:24]([C:35]3[CH:40]=[CH:39][CH:38]=[CH:37][CH:36]=3)[CH2:25][CH2:26][O:27][Si](C(C)(C)C)(C)C)=[N:17][S:16]2(=[O:42])=[O:41])[CH:12]=[CH:13][CH:14]=1)[C:2]1[CH:7]=[CH:6][CH:5]=[CH:4][CH:3]=1.Cl, predict the reaction product. The product is: [CH2:1]([O:8][C:9]1[CH:10]=[C:11]([CH:15]2[C:20]([CH3:22])([CH3:21])[O:19][C:18]([NH:23][C@H:24]([C:35]3[CH:40]=[CH:39][CH:38]=[CH:37][CH:36]=3)[CH2:25][CH2:26][OH:27])=[N:17][S:16]2(=[O:42])=[O:41])[CH:12]=[CH:13][CH:14]=1)[C:2]1[CH:7]=[CH:6][CH:5]=[CH:4][CH:3]=1. (7) Given the reactants [C:1]([O:5][C:6](=[O:31])[NH:7][CH:8]1[CH2:13][CH2:12][CH:11]([NH:14][C:15]2[C:16]3[N:17]([C:21]([C:24]4[CH:29]=[CH:28][CH:27]=[C:26](Br)[N:25]=4)=[CH:22][N:23]=3)[CH:18]=[CH:19][N:20]=2)[CH2:10][CH2:9]1)([CH3:4])([CH3:3])[CH3:2].[Cl:32][C:33]1[CH:40]=[CH:39][CH:38]=[CH:37][C:34]=1[CH2:35][NH2:36].CN(C1C(C2C(P(C3CCCCC3)C3CCCCC3)=CC=CC=2)=CC=CC=1)C.CC([O-])(C)C.[Na+], predict the reaction product. The product is: [C:1]([O:5][C:6](=[O:31])[NH:7][CH:8]1[CH2:13][CH2:12][CH:11]([NH:14][C:15]2[C:16]3[N:17]([C:21]([C:24]4[CH:29]=[CH:28][CH:27]=[C:26]([NH:36][CH2:35][C:34]5[CH:37]=[CH:38][CH:39]=[CH:40][C:33]=5[Cl:32])[N:25]=4)=[CH:22][N:23]=3)[CH:18]=[CH:19][N:20]=2)[CH2:10][CH2:9]1)([CH3:4])([CH3:3])[CH3:2].